From a dataset of Blood-brain barrier permeability classification from the B3DB database. Regression/Classification. Given a drug SMILES string, predict its absorption, distribution, metabolism, or excretion properties. Task type varies by dataset: regression for continuous measurements (e.g., permeability, clearance, half-life) or binary classification for categorical outcomes (e.g., BBB penetration, CYP inhibition). Dataset: b3db_classification. (1) The drug is O=C1Nc2ccc(Cl)cc2C(C#CC2CC2)(C(F)(F)F)O1. The result is 0 (does not penetrate BBB). (2) The molecule is Nc1nc2ccc(OC(F)(F)F)cc2s1. The result is 1 (penetrates BBB). (3) The compound is CC(C)(Oc1ccc(C2CC2(Cl)Cl)cc1)C(=O)O. The result is 0 (does not penetrate BBB). (4) The drug is CC(=O)N1CCN(C(=O)Cc2ccc(C(F)(F)F)cc2)[C@@H](CN2CC[C@H](O)C2)C1. The result is 0 (does not penetrate BBB). (5) The drug is Cc1nnc(SCC2=C(C(=O)O)N3C(=O)[C@@H](NC(=O)Cn4cnnn4)[C@H]3SC2)s1. The result is 0 (does not penetrate BBB).